This data is from Full USPTO retrosynthesis dataset with 1.9M reactions from patents (1976-2016). The task is: Predict the reactants needed to synthesize the given product. (1) Given the product [CH2:16]([C:1]1[C:10]2[C:5](=[CH:6][CH:7]=[CH:8][CH:9]=2)[CH:4]=[CH:3][C:2]=1[OH:11])[CH:15]=[CH:14][CH2:18][CH3:17], predict the reactants needed to synthesize it. The reactants are: [CH:1]1[C:10]2[C:5](=[CH:6][CH:7]=[CH:8][CH:9]=2)[CH:4]=[CH:3][C:2]=1[OH:11].CO.[CH:14]1[CH2:18][CH:17]=[CH:16][CH:15]=1.C1COCC1. (2) Given the product [CH3:1][C:28]1([C:32]([O:34][CH2:35][C:36]2[CH:41]=[CH:40][CH:39]=[CH:38][CH:37]=2)=[O:33])[CH:29]=[CH:30][CH2:31][O:26][CH2:27]1, predict the reactants needed to synthesize it. The reactants are: [CH3:1]CN(C(C)C)C(C)C.[Li]CCCC.CN(P(N(C)C)(N(C)C)=O)C.[O:26]1[CH2:31][CH2:30][CH:29]=[C:28]([C:32]([O:34][CH2:35][C:36]2[CH:41]=[CH:40][CH:39]=[CH:38][CH:37]=2)=[O:33])[CH2:27]1.N[C@H](C(O)=O)CCSC.